This data is from Tyrosyl-DNA phosphodiesterase HTS with 341,365 compounds. The task is: Binary Classification. Given a drug SMILES string, predict its activity (active/inactive) in a high-throughput screening assay against a specified biological target. (1) The molecule is Clc1cc(Nc2nc3c(c(c2)C)cc(NC(=O)Cc2c(OC)cccc2)cc3)ccc1. The result is 0 (inactive). (2) The compound is Clc1ccc(C(=O)Nc2cc(/C(=N\NC(=O)c3c(O)ccc(O)c3)C)ccc2)cc1. The result is 0 (inactive). (3) The compound is S(=O)(=O)(NC(=O)N(C1CCCCC1)C)c1ccc(cc1)C. The result is 0 (inactive).